Regression. Given a target protein amino acid sequence and a drug SMILES string, predict the binding affinity score between them. We predict pIC50 (pIC50 = -log10(IC50 in M); higher means more potent). Dataset: bindingdb_ic50. From a dataset of Drug-target binding data from BindingDB using IC50 measurements. (1) The small molecule is CN(CCN)Cc1ccc(-c2cccc(OC(F)(F)F)c2)o1.Cl. The target protein (Q99873) has sequence MAAAEAANCIMENFVATLANGMSLQPPLEEVSCGQAESSEKPNAEDMTSKDYYFDSYAHFGIHEEMLKDEVRTLTYRNSMFHNRHLFKDKVVLDVGSGTGILCMFAAKAGARKVIGIECSSISDYAVKIVKANKLDHVVTIIKGKVEEVELPVEKVDIIISEWMGYCLFYESMLNTVLYARDKWLAPDGLIFPDRATLYVTAIEDRQYKDYKIHWWENVYGFDMSCIKDVAIKEPLVDVVDPKQLVTNACLIKEVDIYTVKVEDLTFTSPFCLQVKRNDYVHALVAYFNIEFTRCHKRTGFSTSPESPYTHWKQTVFYMEDYLTVKTGEEIFGTIGMRPNAKNNRDLDFTIDLDFKGQLCELSCSTDYRMR. The pIC50 is 4.8. (2) The compound is CO[C@H]1CC[C@]2(C=C(c3cc(-c4ccc(Cl)cc4)ccc3C)C(=O)N2)CC1. The target protein sequence is LDLLEEKEGSLSPASVGSDTLSDLGISSLQDGLALHIRSSMSGLHLVKQGRDRKKIDSQRDFTVASPAEFVTRFGGNKVIEKVLIANNGIAAVKCMRSIRRWSYEMFRNERAIRFVVMVTPEDLKANAEYIKMADHYVPVPGGPNNNNYANVELILDIAKRIPVQAVWAGWGHASENPKLPELLLKNGIAFMGPPSQAMWALGDKIASSIVAQTAGIPTLPWSGSGLRVDWQENDFSKRILNVPQELYEKGYVKDVDDGLQAAEEVGYPVMIKASEGGGGKGIRKVNNADDFPNLFRQVQAEVPGSPIFVMRLAKQSRHLEVQILADQYGNAISLFGRDCSVQRRHQKIIEEAPATIATPAVFEHMEQCAVKLAKMVGYVSAGTVEYLYSQDGSFYFLELNPRLQVEHPCTEMVADVNLPAAQLQIAMGIPLYRIKDIRMMYGVSPWGDSPIDFEDSAHVPCPRGHVIAARITSENPDEGFKPSSGTVQELNFRSNKNVW.... The pIC50 is 7.1. (3) The compound is COc1ccc(/C(C)=N/Nc2nc(-c3cc4ccccc4oc3=O)cs2)cc1. The pIC50 is 5.1. The target protein (Q3ZCJ2) has sequence MAASCILLHTGQKMPLIGLGTWKSDPGQVKAAIKYALSVGYRHIDCAAIYGNETEIGEALKENVGPGKLVPREELFVTSKLWNTKHHPEDVEPALRKTLADLQLEYLDLYLMHWPYAFERGDSPFPKNADGTIRYDSTHYKETWRALEALVAKGLVRALGLSNFNSRQIDDVLSVASVRPAVLQVECHPYLAQNELIAHCQARNLEVTAYSPLGSSDRAWRDPEEPVLLKEPVVLALAEKHGRSPAQILLRWQVQRKVSCIPKSVTPSRILENIQVFDFTFSPEEMKQLDALNKNLRFIVPMLTVDGKRVPRDAGHPLYPFNDPY. (4) The compound is CCCN1CCc2cccc3c2[C@H]1Cc1ccc(O)c(O)c1-3. The target protein (P07101) has sequence MPTPDATTPQAKGFRRAVSELDAKQAEAIMVRGQGAPGPSLTGSPWPGTAAPAASYTPTPRSPRFIGRRQSLIEDARKEREAAVAAAAAAVPSEPGDPLEAVAFEEKEGKAVLNLLFSPRATKPSALSRAVKVFETFEAKIHHLETRPAQRPRAGGPHLEYFVRLEVRRGDLAALLSGVRQVSEDVRSPAGPKVPWFPRKVSELDKCHHLVTKFDPDLDLDHPGFSDQVYRQRRKLIAEIAFQYRHGDPIPRVEYTAEEIATWKEVYTTLKGLYATHACGEHLEAFALLERFSGYREDNIPQLEDVSRFLKERTGFQLRPVAGLLSARDFLASLAFRVFQCTQYIRHASSPMHSPEPDCCHELLGHVPMLADRTFAQFSQDIGLASLGASDEEIEKLSTLYWFTVEFGLCKQNGEVKAYGAGLLSSYGELLHCLSEEPEIRAFDPEAAAVQPYQDQTYQSVYFVSESFSDAKDKLRSYASRIQRPFSVKFDPYTLAIDVL.... The pIC50 is 6.5. (5) The small molecule is CC(C)n1cnc2c(Nc3cccc(Cl)c3)nc(NCc3cccc(C(F)(F)F)c3)nc21. The target protein (P23677) has sequence MTLPGGPTGMARPGGARPCSPGLERAPRRSVGELRLLFEARCAAVAAAAAAGEPRARGAKRRGGQVPNGLPRAPPAPVIPQLTVTAEEPDVPPTSPGPPERERDCLPAAGSSHLQQPRRLSTSSVSSTGSSSLLEDSEDDLLSDSESRSRGNVQLEAGEDVGQKNHWQKIRTMVNLPVISPFKKRYAWVQLAGHTGSFKAAGTSGLILKRCSEPERYCLARLMADALRGCVPAFHGVVERDGESYLQLQDLLDGFDGPCVLDCKMGVRTYLEEELTKARERPKLRKDMYKKMLAVDPEAPTEEEHAQRAVTKPRYMQWREGISSSTTLGFRIEGIKKADGSCSTDFKTTRSREQVLRVFEEFVQGDEEVLRRYLNRLQQIRDTLEVSEFFRRHEVIGSSLLFVHDHCHRAGVWLIDFGKTTPLPDGQILDHRRPWEEGNREDGYLLGLDNLIGILASLAER. The pIC50 is 3.7.